This data is from Forward reaction prediction with 1.9M reactions from USPTO patents (1976-2016). The task is: Predict the product of the given reaction. (1) The product is: [Br-:19].[C:20]([CH2:23][CH2:24][CH2:25][CH2:26][CH2:27][N+:28]1[CH:29]=[CH:30][C:31](/[CH:34]=[CH:15]/[C:9]2[C:10](=[O:14])[O:11][C:12]3[C:7]([CH:8]=2)=[CH:6][CH:5]=[C:4]([N:3]([CH2:17][CH3:18])[CH2:1][CH3:2])[CH:13]=3)=[CH:32][CH:33]=1)([OH:22])=[O:21]. Given the reactants [CH2:1]([N:3]([CH2:17][CH3:18])[C:4]1[CH:13]=[C:12]2[C:7]([CH:8]=[C:9]([CH:15]=O)[C:10](=[O:14])[O:11]2)=[CH:6][CH:5]=1)[CH3:2].[Br-:19].[C:20]([CH2:23][CH2:24][CH2:25][CH2:26][CH2:27][N+:28]1[CH:33]=[CH:32][C:31]([CH3:34])=[CH:30][CH:29]=1)([OH:22])=[O:21].C(O)C.C1(C)C=CC=CC=1, predict the reaction product. (2) Given the reactants [Br:1][C:2]1[CH:3]=[N:4][C:5]2[C:10]([CH:11]=1)=[CH:9][C:8]([CH2:12][N:13]1C(=O)C3C(=CC=CC=3)C1=O)=[CH:7][CH:6]=2, predict the reaction product. The product is: [Br:1][C:2]1[CH:3]=[N:4][C:5]2[C:10]([CH:11]=1)=[CH:9][C:8]([CH2:12][NH2:13])=[CH:7][CH:6]=2. (3) Given the reactants [C:1]1([CH:7](O)[CH3:8])[CH:6]=[CH:5][CH:4]=[CH:3][CH:2]=1.[C:10]([OH:13])(=[S:12])[CH3:11], predict the reaction product. The product is: [C:1]1([CH:7]([S:12][C:10](=[O:13])[CH3:11])[CH3:8])[CH:6]=[CH:5][CH:4]=[CH:3][CH:2]=1.